This data is from Full USPTO retrosynthesis dataset with 1.9M reactions from patents (1976-2016). The task is: Predict the reactants needed to synthesize the given product. (1) Given the product [C:3]([C:7]1[CH:12]=[CH:11][C:10]([CH:13]2[CH2:15][CH:14]2[C:16]([N:18]([CH3:31])/[N:19]=[CH:20]/[C:21]2[CH:30]=[CH:29][CH:28]=[C:27]3[C:22]=2[CH:23]=[CH:24][N:25]=[CH:26]3)=[O:17])=[CH:9][CH:8]=1)([CH3:6])([CH3:4])[CH3:5], predict the reactants needed to synthesize it. The reactants are: [H-].[Na+].[C:3]([C:7]1[CH:12]=[CH:11][C:10]([CH:13]2[CH2:15][CH:14]2[C:16]([NH:18]/[N:19]=[CH:20]/[C:21]2[CH:30]=[CH:29][CH:28]=[C:27]3[C:22]=2[CH:23]=[CH:24][N:25]=[CH:26]3)=[O:17])=[CH:9][CH:8]=1)([CH3:6])([CH3:5])[CH3:4].[CH3:31]I. (2) Given the product [NH:18]1[CH2:23][CH2:22][CH2:21][CH:20]([CH2:24][O:25][C:2]2[C:7]([O:8][CH2:9][CH2:10][OH:11])=[CH:6][CH:5]=[CH:4][N:3]=2)[CH2:19]1, predict the reactants needed to synthesize it. The reactants are: Cl[C:2]1[C:7]([O:8][CH2:9][CH2:10][O:11]C2CCCCO2)=[CH:6][CH:5]=[CH:4][N:3]=1.[NH:18]1[CH2:23][CH2:22][CH2:21][CH:20]([CH2:24][OH:25])[CH2:19]1.CC(C)([O-])C.[K+].C(O)(C)(C)C.